Predict the product of the given reaction. From a dataset of Forward reaction prediction with 1.9M reactions from USPTO patents (1976-2016). (1) Given the reactants B1C2CCCC1CCC2.[CH2:10]([NH:13][S:14]([CH2:17][CH2:18][CH3:19])(=[O:16])=[O:15])[CH:11]=[CH2:12].FC(F)(F)S(O[C:26]1[CH:35]=[CH:34][C:33]2[CH2:32][CH2:31][CH:30]([NH:36][C:37]([O:39][C:40]([CH3:43])([CH3:42])[CH3:41])=[O:38])[CH:29]([CH2:44][C:45]3[CH:50]=[CH:49][C:48]([Cl:51])=[CH:47][CH:46]=3)[C:28]=2[CH:27]=1)(=O)=O.C1(P(C2C=CC=CC=2)C2C=CC=CC=2)C=CC=CC=1.C(=O)([O-])[O-].[Cs+].[Cs+], predict the reaction product. The product is: [Cl:51][C:48]1[CH:49]=[CH:50][C:45]([CH2:44][CH:29]2[C:28]3[C:33](=[CH:34][CH:35]=[C:26]([CH2:12][CH2:11][CH2:10][NH:13][S:14]([CH2:17][CH2:18][CH3:19])(=[O:16])=[O:15])[CH:27]=3)[CH2:32][CH2:31][CH:30]2[NH:36][C:37](=[O:38])[O:39][C:40]([CH3:41])([CH3:42])[CH3:43])=[CH:46][CH:47]=1. (2) Given the reactants [CH3:1][O:2][N:3]=[C:4]1[C:8]2[CH:9]=[CH:10][CH:11]=[CH:12][C:7]=2[O:6][C:5]1=[O:13].[NH3:14], predict the reaction product. The product is: [OH:6][C:7]1[CH:12]=[CH:11][CH:10]=[CH:9][C:8]=1[C:4](=[N:3][O:2][CH3:1])[C:5]([NH2:14])=[O:13]. (3) Given the reactants [OH:1][CH2:2][CH2:3][O:4][C:5]1[N:10]=[CH:9][N:8]=[C:7]([NH:11][S:12](=[O:26])(=[O:25])[NH:13][CH:14]([O:17][CH2:18][C:19]2[CH:24]=[CH:23][CH:22]=[CH:21][CH:20]=2)[CH2:15][CH3:16])[C:6]=1[C:27]1[CH:32]=[CH:31][C:30]([Br:33])=[CH:29][CH:28]=1.[H-].[Na+].Cl[C:37]1[N:42]=[CH:41][C:40]([Br:43])=[CH:39][N:38]=1, predict the reaction product. The product is: [Br:43][C:40]1[CH:39]=[N:38][C:37]([O:1][CH2:2][CH2:3][O:4][C:5]2[N:10]=[CH:9][N:8]=[C:7]([NH:11][S:12](=[O:26])(=[O:25])[NH:13][CH:14]([O:17][CH2:18][C:19]3[CH:24]=[CH:23][CH:22]=[CH:21][CH:20]=3)[CH2:15][CH3:16])[C:6]=2[C:27]2[CH:28]=[CH:29][C:30]([Br:33])=[CH:31][CH:32]=2)=[N:42][CH:41]=1. (4) Given the reactants C=[CH:2][C:3]1[CH:8]=[CH:7][CH:6]=[CH:5][CH:4]=1.[CH:9]1[CH:14]=[C:13](Cl)[CH:12]=[C:11]([C:16]([O:18]O)=O)[CH:10]=1, predict the reaction product. The product is: [CH:6]1[CH:5]=[CH:4][C:3]([C@H:2]2[O:18][C@@H:16]2[C:11]2[CH:12]=[CH:13][CH:14]=[CH:9][CH:10]=2)=[CH:8][CH:7]=1. (5) Given the reactants C([O:5][C:6](=[O:42])[CH2:7][CH2:8][C:9]1[CH:14]=[CH:13][C:12]([O:15][CH2:16][CH2:17][C:18]2[N:19]=[C:20]([C:24]3[CH:29]=[CH:28][CH:27]=[CH:26][CH:25]=3)[O:21][C:22]=2[CH3:23])=[CH:11][C:10]=1[CH2:30][N:31]([C:33]([C:35]1[CH:39]=[C:38]([Cl:40])[S:37][C:36]=1[Cl:41])=[O:34])[CH3:32])(C)(C)C.C1(OC)C=CC=CC=1.C(O)(C(F)(F)F)=O, predict the reaction product. The product is: [Cl:41][C:36]1[S:37][C:38]([Cl:40])=[CH:39][C:35]=1[C:33]([N:31]([CH2:30][C:10]1[CH:11]=[C:12]([O:15][CH2:16][CH2:17][C:18]2[N:19]=[C:20]([C:24]3[CH:29]=[CH:28][CH:27]=[CH:26][CH:25]=3)[O:21][C:22]=2[CH3:23])[CH:13]=[CH:14][C:9]=1[CH2:8][CH2:7][C:6]([OH:42])=[O:5])[CH3:32])=[O:34]. (6) Given the reactants Cl[C:2]1[C:3]([C:11]([OH:13])=[O:12])=[N:4][N:5]([CH3:10])[C:6](=[O:9])[C:7]=1[CH3:8].[F:14][C:15]1[CH:21]=[C:20]([I:22])[CH:19]=[CH:18][C:16]=1[NH2:17].[Li+].C[Si]([N-][Si](C)(C)C)(C)C, predict the reaction product. The product is: [F:14][C:15]1[CH:21]=[C:20]([I:22])[CH:19]=[CH:18][C:16]=1[NH:17][C:2]1[C:3]([C:11]([OH:13])=[O:12])=[N:4][N:5]([CH3:10])[C:6](=[O:9])[C:7]=1[CH3:8]. (7) The product is: [Cl:13][C:5]1[C:4]2[CH:3]=[CH:2][O:1][C:9]=2[CH:8]=[CH:7][N:6]=1. Given the reactants [O:1]1[C:9]2[CH:8]=[CH:7][NH:6][C:5](=O)[C:4]=2[CH:3]=[CH:2]1.P(Cl)(Cl)([Cl:13])=O, predict the reaction product. (8) Given the reactants [NH:1]1[CH2:9][CH2:8][CH2:7][CH:3]([C:4]([OH:6])=[O:5])[CH2:2]1.[C:10](OC(=O)C)(=[O:12])[CH3:11], predict the reaction product. The product is: [C:10]([N:1]1[CH2:9][CH2:8][CH2:7][CH:3]([C:4]([OH:6])=[O:5])[CH2:2]1)(=[O:12])[CH3:11]. (9) Given the reactants [CH2:1]([C:3]1[N:7]([C:8]2[CH:13]=[CH:12][CH:11]=[CH:10][CH:9]=2)[N:6]=[CH:5][C:4]=1[CH:14]=[O:15])[CH3:2].[CH3:16][Mg+].[Br-].[NH4+].[Cl-], predict the reaction product. The product is: [CH2:1]([C:3]1[N:7]([C:8]2[CH:9]=[CH:10][CH:11]=[CH:12][CH:13]=2)[N:6]=[CH:5][C:4]=1[CH:14]([OH:15])[CH3:16])[CH3:2]. (10) Given the reactants [SH:1][C:2]1[CH:3]=[C:4]([CH:7]=[CH:8][CH:9]=1)[CH:5]=O.[C:10]1(P([C:10]2[CH:15]=[CH:14][CH:13]=[CH:12][CH:11]=2)[C:10]2[CH:15]=[CH:14][CH:13]=[CH:12][CH:11]=2)[CH:15]=[CH:14][CH:13]=[CH:12][CH:11]=1.C([Li])CCC, predict the reaction product. The product is: [CH:5](/[C:4]1[CH:3]=[C:2]([SH:1])[CH:9]=[CH:8][CH:7]=1)=[CH:14]\[CH:15]=[CH:10]\[CH:11]=[CH:12]\[CH3:13].